Task: Predict the reaction yield, written as a fraction of the theoretical maximum amount of product (1.0 means a 100% yield; for example, 0.34 means a 34% yield).. Dataset: Reaction yield outcomes from USPTO patents with 853,638 reactions (1) The reactants are [Si:1]([O:8][CH2:9][C:10]1[CH:15]=[C:14]([CH3:16])[NH:13][C:12](=[O:17])[C:11]=1[C:18]#[N:19])([C:4]([CH3:7])([CH3:6])[CH3:5])([CH3:3])[CH3:2].[CH2:20](Cl)[C:21]1[CH:26]=[CH:25][CH:24]=[CH:23][CH:22]=1. The catalyst is C1(C)C=CC=CC=1. The product is [CH2:20]([O:17][C:12]1[C:11]([C:18]#[N:19])=[C:10]([CH2:9][O:8][Si:1]([C:4]([CH3:7])([CH3:6])[CH3:5])([CH3:3])[CH3:2])[CH:15]=[C:14]([CH3:16])[N:13]=1)[C:21]1[CH:26]=[CH:25][CH:24]=[CH:23][CH:22]=1. The yield is 0.740. (2) The reactants are [I-].[CH3:2][S+](C)(C)=O.[H-].[Na+].[C:9]1(=[O:23])[C:18]2[C:13]3=[C:14]([CH:19]=[CH:20][C:21](=[O:22])[N:12]3[CH2:11][CH2:10]1)[CH:15]=[CH:16][CH:17]=2. The catalyst is CS(C)=O. The product is [C:9]12([CH2:2][O:23]1)[C:18]1[C:13]3=[C:14]([CH:19]=[CH:20][C:21](=[O:22])[N:12]3[CH2:11][CH2:10]2)[CH:15]=[CH:16][CH:17]=1. The yield is 0.200. (3) The reactants are CN(C)S([N:6]1[C:10]([CH2:11][NH:12][C:13]2[CH:18]=[CH:17][C:16]([F:19])=[C:15]([CH:20]3[O:24][CH2:23][CH2:22][O:21]3)[C:14]=2[F:25])=[CH:9][N:8]=[CH:7]1)(=O)=O.Cl.O1CCO[CH2:30][CH2:29]1. The catalyst is O1CCCC1. The product is [O:24]1[CH2:23][CH2:22][O:21][CH:20]1[C:15]1[C:14]([F:25])=[C:13]([N:12]([CH2:29][CH3:30])[CH2:11][C:10]2[NH:6][CH:7]=[N:8][CH:9]=2)[CH:18]=[CH:17][C:16]=1[F:19]. The yield is 0.570.